Dataset: Reaction yield outcomes from USPTO patents with 853,638 reactions. Task: Predict the reaction yield, written as a fraction of the theoretical maximum amount of product (1.0 means a 100% yield; for example, 0.34 means a 34% yield). (1) The reactants are [CH:1]([C:3]1[CH:8]=[CH:7][CH:6]=[CH:5][C:4]=1[C:9]1[CH:14]=[CH:13][CH:12]=[C:11]([CH2:15][O:16][C:17]2[CH:22]=[CH:21][C:20]([CH2:23][CH2:24][C:25]([O:27][C:28]([CH3:31])([CH3:30])[CH3:29])=[O:26])=[CH:19][CH:18]=2)[CH:10]=1)=[O:2].[BH4-].[Na+]. The catalyst is CO.O1CCCC1. The product is [OH:2][CH2:1][C:3]1[CH:8]=[CH:7][CH:6]=[CH:5][C:4]=1[C:9]1[CH:14]=[CH:13][CH:12]=[C:11]([CH2:15][O:16][C:17]2[CH:18]=[CH:19][C:20]([CH2:23][CH2:24][C:25]([O:27][C:28]([CH3:31])([CH3:30])[CH3:29])=[O:26])=[CH:21][CH:22]=2)[CH:10]=1. The yield is 0.830. (2) The reactants are [C:1]([O:5][C:6]([NH:8][C@@H:9]([CH2:13][C:14]1[CH:23]=[CH:22][C:21]2[C:16](=[CH:17][CH:18]=[CH:19][CH:20]=2)[CH:15]=1)[C:10](O)=[O:11])=[O:7])([CH3:4])([CH3:3])[CH3:2].Cl.CN.C1C=CC2N(O)N=[N:33][C:31]=2C=1.C(Cl)CCl.CN1CCOCC1. No catalyst specified. The product is [C:1]([O:5][C:6]([NH:8][C@@H:9]([CH2:13][C:14]1[CH:23]=[CH:22][C:21]2[C:16](=[CH:17][CH:18]=[CH:19][CH:20]=2)[CH:15]=1)[C:10]([NH:33][CH3:31])=[O:11])=[O:7])([CH3:4])([CH3:3])[CH3:2]. The yield is 0.900. (3) The reactants are [CH3:1][C:2]1([CH3:17])[C:6]([CH3:8])([CH3:7])[O:5][B:4]([C:9]2[CH:10]=[N:11][N:12]([CH2:14][CH2:15][OH:16])[CH:13]=2)[O:3]1.[CH3:18][S:19](Cl)(=[O:21])=[O:20]. The catalyst is C(Cl)Cl. The product is [CH3:18][S:19]([O:16][CH2:15][CH2:14][N:12]1[CH:13]=[C:9]([B:4]2[O:5][C:6]([CH3:7])([CH3:8])[C:2]([CH3:17])([CH3:1])[O:3]2)[CH:10]=[N:11]1)(=[O:21])=[O:20]. The yield is 0.814. (4) The product is [CH3:1][C:2]1[C:19]([C:20]2[CH:25]=[CH:24][C:23]([O:26][CH3:27])=[CH:22][C:21]=2[O:28][CH3:29])=[CH:18][CH:17]=[CH:16][C:3]=1[C:4]([NH:6][CH2:7][CH2:8][CH2:9][CH2:10][CH2:11][C:12]([OH:14])=[O:13])=[O:5]. The catalyst is C1COCC1.O. The reactants are [CH3:1][C:2]1[C:19]([C:20]2[CH:25]=[CH:24][C:23]([O:26][CH3:27])=[CH:22][C:21]=2[O:28][CH3:29])=[CH:18][CH:17]=[CH:16][C:3]=1[C:4]([NH:6][CH2:7][CH2:8][CH2:9][CH2:10][CH2:11][C:12]([O:14]C)=[O:13])=[O:5].O.[OH-].[Li+]. The yield is 0.940. (5) The reactants are [NH2:1][C@:2]12[CH2:37][CH2:36][C@@H:35]([C:38]([CH3:40])=[CH2:39])[C@@H:3]1[C@@H:4]1[C@@:17]([CH3:20])([CH2:18][CH2:19]2)[C@@:16]2([CH3:21])[C@@H:7]([C@:8]3([CH3:34])[C@@H:13]([CH2:14][CH2:15]2)[C:12]([CH3:23])([CH3:22])[C:11]([C:24]2[CH:33]=[CH:32][C:27]([C:28]([O:30]C)=[O:29])=[CH:26][CH:25]=2)=[CH:10][CH2:9]3)[CH2:6][CH2:5]1.CN(C)CCC(N[C@]12CC[C@@H](C(C)=C)[C@@H]1[C@@H]1[C@@](C)(CC2)[C@@]2(C)[C@@H]([C@]3(C)[C@@H](CC2)C(C)(C)C(C2C=CC(C(O)=O)=CC=2)=CC3)CC1)=O.[S:87]1[CH:91]=[CH:90][CH:89]=[C:88]1[S:92]([NH:95][CH2:96][C:97](O)=[O:98])(=[O:94])=[O:93]. No catalyst specified. The product is [CH3:20][C@:17]12[C@@:16]3([CH3:21])[C@@H:7]([C@:8]4([CH3:34])[C@@H:13]([CH2:14][CH2:15]3)[C:12]([CH3:22])([CH3:23])[C:11]([C:24]3[CH:33]=[CH:32][C:27]([C:28]([OH:30])=[O:29])=[CH:26][CH:25]=3)=[CH:10][CH2:9]4)[CH2:6][CH2:5][C@@H:4]1[C@H:3]1[C@H:35]([C:38]([CH3:40])=[CH2:39])[CH2:36][CH2:37][C@:2]1([NH:1][C:97](=[O:98])[CH2:96][NH:95][S:92]([C:88]1[S:87][CH:91]=[CH:90][CH:89]=1)(=[O:93])=[O:94])[CH2:19][CH2:18]2. The yield is 0.310.